Dataset: Full USPTO retrosynthesis dataset with 1.9M reactions from patents (1976-2016). Task: Predict the reactants needed to synthesize the given product. (1) The reactants are: [CH3:1][O:2][C:3]1[C:4]([N+:21]([O-])=O)=[CH:5][C:6]2[CH:12]([CH3:13])[CH2:11][N:10]([C:14](=[O:19])[C:15]([F:18])([F:17])[F:16])[CH2:9][CH2:8][C:7]=2[N:20]=1. Given the product [CH3:1][O:2][C:3]1[C:4]([NH2:21])=[CH:5][C:6]2[CH:12]([CH3:13])[CH2:11][N:10]([C:14](=[O:19])[C:15]([F:18])([F:16])[F:17])[CH2:9][CH2:8][C:7]=2[N:20]=1, predict the reactants needed to synthesize it. (2) Given the product [CH:13]1([CH2:12][C@@H:8]([NH2:7])[CH2:9][NH2:11])[CH2:18][CH2:17][CH2:16][CH2:15][CH2:14]1, predict the reactants needed to synthesize it. The reactants are: [H-].[Al+3].[Li+].[H-].[H-].[H-].[NH2:7][C@H:8]([CH2:12][CH:13]1[CH2:18][CH2:17][CH2:16][CH2:15][CH2:14]1)[C:9]([NH2:11])=O.